Dataset: Full USPTO retrosynthesis dataset with 1.9M reactions from patents (1976-2016). Task: Predict the reactants needed to synthesize the given product. (1) Given the product [F:35][C:31]1[CH:30]=[C:29]([CH:34]=[CH:33][CH:32]=1)[CH2:28][N:26]1[CH:27]=[C:23]([C:22]2[C:16]3[C:17](=[N:18][CH:19]=[C:14]([C:11]4[CH:12]=[CH:13][C:8]([N:1]5[CH2:7][CH2:6][CH2:5][N:4]([CH2:46][C@@H:47]([OH:48])[CH3:49])[CH2:3][CH2:2]5)=[CH:9][CH:10]=4)[CH:15]=3)[N:20]([S:36]([C:39]3[CH:40]=[CH:41][C:42]([CH3:43])=[CH:44][CH:45]=3)(=[O:38])=[O:37])[CH:21]=2)[CH:24]=[N:25]1, predict the reactants needed to synthesize it. The reactants are: [N:1]1([C:8]2[CH:13]=[CH:12][C:11]([C:14]3[CH:15]=[C:16]4[C:22]([C:23]5[CH:24]=[N:25][N:26]([CH2:28][C:29]6[CH:34]=[CH:33][CH:32]=[C:31]([F:35])[CH:30]=6)[CH:27]=5)=[CH:21][N:20]([S:36]([C:39]5[CH:45]=[CH:44][C:42]([CH3:43])=[CH:41][CH:40]=5)(=[O:38])=[O:37])[C:17]4=[N:18][CH:19]=3)=[CH:10][CH:9]=2)[CH2:7][CH2:6][CH2:5][NH:4][CH2:3][CH2:2]1.[CH3:46][C@H:47]1[CH2:49][O:48]1.CCN(C(C)C)C(C)C. (2) Given the product [NH2:9][C@H:10]([C:15]1[CH:20]=[CH:19][CH:18]=[CH:17][CH:16]=1)[C@H:11]([CH3:14])[C:12]([OH:13])=[O:21], predict the reactants needed to synthesize it. The reactants are: COC1C=CC([NH:9][C@H:10]([C:15]2[CH:20]=[CH:19][CH:18]=[CH:17][CH:16]=2)[C@H:11]([CH3:14])[CH2:12][OH:13])=CC=1.[OH:21]S(O)(=O)=O. (3) Given the product [CH3:1][O:2][C:3]([C:5]1[CH:14]=[C:13]2[C:8]([CH:9]=[CH:10][C:11]([C:15]([F:17])([F:18])[F:16])=[N:12]2)=[C:7]([O:19][S:32]([C:31]([F:44])([F:43])[F:30])(=[O:34])=[O:33])[C:6]=1[N+:20]([O-:22])=[O:21])=[O:4], predict the reactants needed to synthesize it. The reactants are: [CH3:1][O:2][C:3]([C:5]1[CH:14]=[C:13]2[C:8]([CH:9]=[CH:10][C:11]([C:15]([F:18])([F:17])[F:16])=[N:12]2)=[C:7]([OH:19])[C:6]=1[N+:20]([O-:22])=[O:21])=[O:4].C(N(CC)CC)C.[F:30][C:31]([F:44])([F:43])[S:32](O[S:32]([C:31]([F:44])([F:43])[F:30])(=[O:34])=[O:33])(=[O:34])=[O:33]. (4) Given the product [C:1]([O:5][C:6]([N:8]1[CH2:14][CH2:13][CH2:12][CH2:11][CH:10]([CH2:15][N:40]2[C:39](=[O:41])[C:38]3=[CH:42][CH:43]=[CH:44][CH:45]=[C:37]3[C:36]2=[O:46])[CH2:9]1)=[O:7])([CH3:2])([CH3:3])[CH3:4], predict the reactants needed to synthesize it. The reactants are: [C:1]([O:5][C:6]([N:8]1[CH2:14][CH2:13][CH2:12][CH2:11][CH:10]([CH2:15]O)[CH2:9]1)=[O:7])([CH3:4])([CH3:3])[CH3:2].C1(P(C2C=CC=CC=2)C2C=CC=CC=2)C=CC=CC=1.[C:36]1(=[O:46])[NH:40][C:39](=[O:41])[C:38]2=[CH:42][CH:43]=[CH:44][CH:45]=[C:37]12.N(C(OCC)=O)=NC(OCC)=O. (5) Given the product [CH2:1]([O:5][C:6]1[CH:11]=[CH:10][C:9]([S:12]([N:15]2[CH2:20][CH2:19][S:18][C:17]([CH3:21])([CH3:22])[CH:16]2[C:23]([OH:25])=[O:24])(=[O:13])=[O:14])=[CH:8][CH:7]=1)[C:2]#[C:3][CH3:4], predict the reactants needed to synthesize it. The reactants are: [CH2:1]([O:5][C:6]1[CH:11]=[CH:10][C:9]([S:12]([N:15]2[CH2:20][CH2:19][S:18][C:17]([CH3:22])([CH3:21])[CH:16]2[C:23]([O-:25])=[O:24])(=[O:14])=[O:13])=[CH:8][CH:7]=1)[C:2]#[C:3][CH3:4].FC(F)(F)C(O)=O. (6) Given the product [C:11]([O:15][C:16]([N:18]1[CH2:25][C@H:24]2[C@H:20]([CH2:21][CH:22]([CH3:26])[CH2:23]2)[C@H:19]1[CH:27]=[O:28])=[O:17])([CH3:13])([CH3:14])[CH3:12], predict the reactants needed to synthesize it. The reactants are: C(Cl)(=O)C(Cl)=O.CS(C)=O.[C:11]([O:15][C:16]([N:18]1[CH2:25][C@H:24]2[C@H:20]([CH2:21][CH:22]([CH3:26])[CH2:23]2)[C@H:19]1[CH2:27][OH:28])=[O:17])([CH3:14])([CH3:13])[CH3:12].CCN(C(C)C)C(C)C. (7) The reactants are: C(OC(=O)N(CCCC1C=CC([Cl:38])=CC=1)[C@@H]1CCC[C@H]1NC(NC1C=C(OC)C(OC)=C(OC)C=1)=O)(C)(C)C.C(OC(=O)[N:46]([CH2:65][CH2:66][C:67]1[CH:72]=[CH:71][C:70]([Cl:73])=[CH:69][CH:68]=1)[C@@H:47]1[CH2:51][CH2:50][CH2:49][C@H:48]1[NH:52][C:53](=[O:64])[C:54]1[CH:59]=[CH:58][C:57]([S:60]([CH3:63])(=[O:62])=[O:61])=[CH:56][CH:55]=1)(C)(C)C. Given the product [ClH:38].[Cl:73][C:70]1[CH:71]=[CH:72][C:67]([CH2:66][CH2:65][NH:46][C@@H:47]2[CH2:51][CH2:50][CH2:49][C@H:48]2[NH:52][C:53](=[O:64])[C:54]2[CH:55]=[CH:56][C:57]([S:60]([CH3:63])(=[O:61])=[O:62])=[CH:58][CH:59]=2)=[CH:68][CH:69]=1, predict the reactants needed to synthesize it. (8) Given the product [OH:30][CH2:31][CH2:32][O:33][C:34]1[C:41]([CH3:42])=[CH:40][C:37]([C:38]2[N:6]([C:7]3[CH:8]=[CH:9][C:10]([N:13]4[CH2:14][CH2:15][O:16][CH2:17][CH2:18]4)=[CH:11][CH:12]=3)[C:4](=[O:5])[C:3]3[C:2](=[CH:22][CH:21]=[CH:20][CH:19]=3)[N:1]=2)=[CH:36][C:35]=1[CH3:43], predict the reactants needed to synthesize it. The reactants are: [NH2:1][C:2]1[CH:22]=[CH:21][CH:20]=[CH:19][C:3]=1[C:4]([NH:6][C:7]1[CH:12]=[CH:11][C:10]([N:13]2[CH2:18][CH2:17][O:16][CH2:15][CH2:14]2)=[CH:9][CH:8]=1)=[O:5].[Si]([O:30][CH2:31][CH2:32][O:33][C:34]1[C:41]([CH3:42])=[CH:40][C:37]([CH:38]=O)=[CH:36][C:35]=1[CH3:43])(C(C)(C)C)(C)C.OS([O-])=O.[Na+].CC1C=CC(S(O)(=O)=O)=CC=1. (9) Given the product [CH3:26][CH:24]([S:21]([NH:20][C@H:17]1[CH2:18][CH2:19][C@H:14]([CH2:13][NH:12][C:10](=[S:11])[NH:9][C:1](=[O:8])[C:2]2[CH:7]=[CH:6][CH:5]=[CH:4][CH:3]=2)[CH2:15][CH2:16]1)(=[O:23])=[O:22])[CH3:25], predict the reactants needed to synthesize it. The reactants are: [C:1]([N:9]=[C:10]=[S:11])(=[O:8])[C:2]1[CH:7]=[CH:6][CH:5]=[CH:4][CH:3]=1.[NH2:12][CH2:13][C@H:14]1[CH2:19][CH2:18][C@H:17]([NH:20][S:21]([CH:24]([CH3:26])[CH3:25])(=[O:23])=[O:22])[CH2:16][CH2:15]1.